This data is from Forward reaction prediction with 1.9M reactions from USPTO patents (1976-2016). The task is: Predict the product of the given reaction. (1) The product is: [CH3:21][C:20]1[N:19]([C:22]2[CH:27]=[CH:26][C:25]([C:28]([N:30]3[CH2:34][CH2:33][CH2:32][C@H:31]3[CH2:35][N:36]3[CH2:37][CH2:38][CH2:39][CH2:40]3)=[O:29])=[CH:24][CH:23]=2)[N:18]=[CH:17][C:16]=1[C:14]([N:44]1[CH2:48][CH2:47][CH2:46][CH2:45]1)=[O:13]. Given the reactants C([C@@H]([C@H](C(O)=O)O)O)(O)=O.C([O:13][C:14]([C:16]1[CH:17]=[N:18][N:19]([C:22]2[CH:27]=[CH:26][C:25]([C:28]([N:30]3[CH2:34][CH2:33][CH2:32][C@H:31]3[CH2:35][N:36]3[CH2:40][CH2:39][CH2:38][CH2:37]3)=[O:29])=[CH:24][CH:23]=2)[C:20]=1[CH3:21])=O)C.[OH-].[Li+].[Li].[NH:44]1[CH2:48][CH2:47][CH2:46][CH2:45]1.CN(C(ON1N=NC2C=CC=CC1=2)=[N+](C)C)C.[B-](F)(F)(F)F.C(N(CC)CC)C, predict the reaction product. (2) Given the reactants CS([C:5]1[N:10]=[C:9]([C:11]2[CH:16]=[CH:15][C:14]([S:17]([CH3:20])(=[O:19])=[O:18])=[CH:13][CH:12]=2)[CH:8]=[C:7]([C:21]([F:24])([F:23])[F:22])[N:6]=1)(=O)=O.[CH3:25][O:26][C:27]1[CH:34]=[CH:33][C:30]([CH2:31][NH2:32])=[CH:29][CH:28]=1, predict the reaction product. The product is: [CH3:25][O:26][C:27]1[CH:34]=[CH:33][C:30]([CH2:31][NH:32][C:5]2[N:10]=[C:9]([C:11]3[CH:16]=[CH:15][C:14]([S:17]([CH3:20])(=[O:19])=[O:18])=[CH:13][CH:12]=3)[CH:8]=[C:7]([C:21]([F:24])([F:23])[F:22])[N:6]=2)=[CH:29][CH:28]=1. (3) Given the reactants [F:1][C:2]1[CH:3]=[CH:4][C:5]2[N:9]=[N:8][NH:7][C:6]=2[C:10]=1[C:11]([O:13]CC)=[O:12], predict the reaction product. The product is: [F:1][C:2]1[CH:3]=[CH:4][C:5]2[N:9]=[N:8][NH:7][C:6]=2[C:10]=1[C:11]([OH:13])=[O:12].